From a dataset of Reaction yield outcomes from USPTO patents with 853,638 reactions. Predict the reaction yield, written as a fraction of the theoretical maximum amount of product (1.0 means a 100% yield; for example, 0.34 means a 34% yield). (1) The reactants are [F:1][C:2]1[CH:7]=[CH:6][C:5]([C:8]2[C:12]([CH2:13][O:14][C:15]3[CH:23]=[CH:22][C:18]([C:19]([OH:21])=O)=[CH:17][N:16]=3)=[C:11]([CH3:24])[O:10][N:9]=2)=[CH:4][CH:3]=1.F[B-](F)(F)F.N1(OC(N(C)C)=[N+](C)C)C2C=CC=CC=2N=N1.C(N(CC)C(C)C)(C)C.[NH2:56][CH:57]1[CH2:62][CH2:61][O:60][CH2:59][CH2:58]1. The catalyst is CN(C=O)C. The product is [F:1][C:2]1[CH:3]=[CH:4][C:5]([C:8]2[C:12]([CH2:13][O:14][C:15]3[CH:23]=[CH:22][C:18]([C:19]([NH:56][CH:57]4[CH2:62][CH2:61][O:60][CH2:59][CH2:58]4)=[O:21])=[CH:17][N:16]=3)=[C:11]([CH3:24])[O:10][N:9]=2)=[CH:6][CH:7]=1. The yield is 0.850. (2) The reactants are [N+:1]([C:4]1[CH:5]=[C:6]([S:13]([CH2:16][CH2:17][CH2:18][CH2:19][NH:20][C:21]2[C:26]([I:27])=[CH:25][N:24]=[C:23]([Cl:28])[N:22]=2)(=[NH:15])=[O:14])[CH:7]=[C:8]([N+:10]([O-])=O)[CH:9]=1)([O-:3])=[O:2].Cl.[OH-].[Na+].CO. The yield is 0.830. The catalyst is C1COCC1.[Cl-].[Ti+3].[Cl-].[Cl-]. The product is [NH2:10][C:8]1[CH:7]=[C:6]([S:13]([CH2:16][CH2:17][CH2:18][CH2:19][NH:20][C:21]2[C:26]([I:27])=[CH:25][N:24]=[C:23]([Cl:28])[N:22]=2)(=[NH:15])=[O:14])[CH:5]=[C:4]([N+:1]([O-:3])=[O:2])[CH:9]=1. (3) The reactants are C[O:2][C:3](=[O:36])[CH:4]([CH2:24][CH:25]=[CH:26][CH2:27][P:28]([O:33][CH2:34][CH3:35])([O:30][CH2:31][CH3:32])=[O:29])[CH2:5][C:6]([CH3:23])=[CH:7][CH2:8][C:9]1[C:10]([OH:22])=[C:11]2[C:15](=[C:16]([CH3:20])[C:17]=1[O:18][CH3:19])[CH2:14][O:13][C:12]2=[O:21].[OH-].[Li+]. The catalyst is C1COCC1.O. The product is [CH2:31]([O:30][P:28]([CH2:27][CH:26]=[CH:25][CH2:24][CH:4]([CH2:5][C:6]([CH3:23])=[CH:7][CH2:8][C:9]1[C:10]([OH:22])=[C:11]2[C:15](=[C:16]([CH3:20])[C:17]=1[O:18][CH3:19])[CH2:14][O:13][C:12]2=[O:21])[C:3]([OH:36])=[O:2])([O:33][CH2:34][CH3:35])=[O:29])[CH3:32]. The yield is 1.00. (4) The reactants are [F:1][C:2]1[CH:7]=[CH:6][CH:5]=[C:4]([F:8])[C:3]=1[N:9]1[C:14]2[N:15]=[C:16]([S:29][CH3:30])[N:17]=[C:18]([C:19]3[CH:20]=[C:21]([CH:25]=[CH:26][C:27]=3[CH3:28])[C:22](O)=[O:23])[C:13]=2[CH:12]=[CH:11][C:10]1=[O:31].[C:32]1([CH2:38][CH2:39][NH2:40])[CH:37]=[CH:36][CH:35]=[CH:34][CH:33]=1.C(Cl)CCl.C1C=CC2N([OH:54])N=NC=2C=1.CCN(CC)CC. The catalyst is ClCCl. The product is [F:8][C:4]1[CH:5]=[CH:6][CH:7]=[C:2]([F:1])[C:3]=1[N:9]1[C:14]2[N:15]=[C:16]([S:29]([CH3:30])=[O:54])[N:17]=[C:18]([C:19]3[CH:20]=[C:21]([CH:25]=[CH:26][C:27]=3[CH3:28])[C:22]([NH:40][CH2:39][CH2:38][C:32]3[CH:37]=[CH:36][CH:35]=[CH:34][CH:33]=3)=[O:23])[C:13]=2[CH:12]=[CH:11][C:10]1=[O:31]. The yield is 0.740. (5) The reactants are [CH3:1][CH:2]([O:4][C:5]1[CH:6]=[C:7]([O:17][C:18]2[CH:23]=[CH:22][C:21]([S:24]([CH3:27])(=[O:26])=[O:25])=[CH:20][CH:19]=2)[CH:8]=[C:9]2[C:13]=1[NH:12][C:11]([C:14]([OH:16])=O)=[CH:10]2)[CH3:3].Cl.C([N:31]=C=NCCCN(C)C)C.ON1C2C=CC=CC=2N=N1.[OH-].[NH4+]. The catalyst is O.CN(C)C=O. The product is [CH3:1][CH:2]([O:4][C:5]1[CH:6]=[C:7]([O:17][C:18]2[CH:23]=[CH:22][C:21]([S:24]([CH3:27])(=[O:26])=[O:25])=[CH:20][CH:19]=2)[CH:8]=[C:9]2[C:13]=1[NH:12][C:11]([C:14]([NH2:31])=[O:16])=[CH:10]2)[CH3:3]. The yield is 0.790. (6) The reactants are [CH3:1][C:2]1[C:3]([C:16]2[CH:17]=[C:18](C=[CH:22][C:23]=2[O:24]C)C=O)=[CH:4][C:5]2[C:6]([CH3:15])([CH3:14])[CH2:7][CH2:8][C:9]([CH3:13])([CH3:12])[C:10]=2[CH:11]=1.B(Br)(Br)Br.O.[CH3:31][C:32]([O-:34])=O.[Na+]. The catalyst is ClCCl.CCOC(C)=O.CN(C=O)C. The product is [OH:24][C:23]1[CH:22]=[C:31]([CH:18]=[CH:17][C:16]=1[C:3]1[C:2]([CH3:1])=[CH:11][C:10]2[C:9]([CH3:13])([CH3:12])[CH2:8][CH2:7][C:6]([CH3:15])([CH3:14])[C:5]=2[CH:4]=1)[CH:32]=[O:34]. The yield is 0.620. (7) The yield is 0.540. The reactants are [CH3:1][N:2]1[C:7](=[O:8])[CH2:6][C:5]2[CH:9]=[C:10]3[C:15](=[CH:16][C:4]=2[S:3]1(=[O:18])=[O:17])[CH2:14][CH2:13][CH2:12][CH2:11]3.[H-].[Na+].[H][H].[C:23]1([N:29]=[C:30]=[O:31])[CH:28]=[CH:27][CH:26]=[CH:25][CH:24]=1. The product is [CH3:1][N:2]1[C:7](=[O:8])[CH:6]([C:30]([NH:29][C:23]2[CH:28]=[CH:27][CH:26]=[CH:25][CH:24]=2)=[O:31])[C:5]2[CH:9]=[C:10]3[C:15](=[CH:16][C:4]=2[S:3]1(=[O:17])=[O:18])[CH2:14][CH2:13][CH2:12][CH2:11]3. The catalyst is O1CCCC1. (8) The reactants are [Cl:1][C:2]1[CH:3]=[C:4]2[C:9](=[C:10]([Cl:31])[C:11]=1[O:12][C:13]1[CH:18]=[CH:17][C:16]([C:19](=[O:30])[NH:20][CH2:21][CH2:22][C:23]3[CH:28]=[CH:27][C:26]([Cl:29])=[CH:25][CH:24]=3)=[CH:15][CH:14]=1)[O:8][CH2:7][CH2:6][CH:5]2[C:32]([OH:34])=[O:33].C[O-].[Na+:37].CO. The catalyst is C1COCC1. The product is [Cl:1][C:2]1[CH:3]=[C:4]2[C:9](=[C:10]([Cl:31])[C:11]=1[O:12][C:13]1[CH:18]=[CH:17][C:16]([C:19](=[O:30])[NH:20][CH2:21][CH2:22][C:23]3[CH:28]=[CH:27][C:26]([Cl:29])=[CH:25][CH:24]=3)=[CH:15][CH:14]=1)[O:8][CH2:7][CH2:6][CH:5]2[C:32]([O-:34])=[O:33].[Na+:37]. The yield is 0.990.